From a dataset of Reaction yield outcomes from USPTO patents with 853,638 reactions. Predict the reaction yield, written as a fraction of the theoretical maximum amount of product (1.0 means a 100% yield; for example, 0.34 means a 34% yield). (1) The reactants are [F:1][C:2]([F:26])([F:25])[C:3]1[CH:4]=[C:5]([S:9]([NH:12][C:13]2[CH:18]=[CH:17][CH:16]=[CH:15][C:14]=2/[CH:19]=[CH:20]/[C:21](OC)=[O:22])(=[O:11])=[O:10])[CH:6]=[CH:7][CH:8]=1.[OH-:27].[Na+].[NH2:29]O.Cl. The catalyst is C1COCC1.CO. The product is [OH:27][NH:29][C:21](=[O:22])/[CH:20]=[CH:19]/[C:14]1[CH:15]=[CH:16][CH:17]=[CH:18][C:13]=1[NH:12][S:9]([C:5]1[CH:6]=[CH:7][CH:8]=[C:3]([C:2]([F:26])([F:25])[F:1])[CH:4]=1)(=[O:11])=[O:10]. The yield is 0.170. (2) The reactants are Cl[C:2]1[CH:15]=[CH:14][C:5]([C:6]([C:8]2[CH:13]=[CH:12][CH:11]=[CH:10][CH:9]=2)=[O:7])=[CH:4][CH:3]=1.[SH:16][CH2:17][C:18]([OH:20])=[O:19].CC(N(C)C)=O.[OH-].[Na+]. The catalyst is O. The product is [C:18]([CH2:17][S:16][C:2]1[CH:15]=[CH:14][C:5]([C:6]([C:8]2[CH:13]=[CH:12][CH:11]=[CH:10][CH:9]=2)=[O:7])=[CH:4][CH:3]=1)([OH:20])=[O:19]. The yield is 0.800. (3) The reactants are [S:1]1[CH:5]=[CH:4][C:3]2[C:6](=[O:9])[CH2:7][CH2:8][C:2]1=2.[H-].[Na+].C(OC(=O)[C:16]1C=CC=[C:18]([F:22])[CH:17]=1)C.Cl.[CH2:25]1[CH2:29][O:28][CH2:27][CH2:26]1. The catalyst is C(OCC)(=O)C.O. The product is [F:22][C:18]1[CH:17]=[CH:16][CH:29]=[CH:25][C:26]=1[C:27]([CH:7]1[CH2:8][C:2]2[S:1][CH:5]=[CH:4][C:3]=2[C:6]1=[O:9])=[O:28]. The yield is 0.140. (4) The reactants are ClC1C=CC=CC=1NC(=O)NC1C=CC(C2C=C3C(CN([C@@H](C(C)C)C(OC)=O)C3=O)=CC=2)=NC=1.[NH2:36][C:37]1[CH:38]=[CH:39][C:40]([C:43]2[CH:51]=[C:50]3[C:46]([CH2:47][N:48]([C@@H:53]([CH:58]([CH3:60])[CH3:59])[C:54]([O:56][CH3:57])=[O:55])[C:49]3=[O:52])=[CH:45][CH:44]=2)=[N:41][CH:42]=1.[F:61][C:62]1[CH:63]=[C:64]([N:69]=[C:70]=[O:71])[CH:65]=[CH:66][C:67]=1[F:68]. No catalyst specified. The product is [F:61][C:62]1[CH:63]=[C:64]([NH:69][C:70](=[O:71])[NH:36][C:37]2[CH:38]=[CH:39][C:40]([C:43]3[CH:51]=[C:50]4[C:46]([CH2:47][N:48]([C@@H:53]([CH:58]([CH3:60])[CH3:59])[C:54]([O:56][CH3:57])=[O:55])[C:49]4=[O:52])=[CH:45][CH:44]=3)=[N:41][CH:42]=2)[CH:65]=[CH:66][C:67]=1[F:68]. The yield is 0.890. (5) The product is [CH:9](/[C:2]1[S:6][CH:5]=[C:4]([CH:7]=[O:8])[CH:3]=1)=[CH:10]\[C:11]1[CH:16]=[CH:15][CH:14]=[CH:13][CH:12]=1. No catalyst specified. The reactants are I[C:2]1[S:6][CH:5]=[C:4]([CH:7]=[O:8])[CH:3]=1.[CH:9](/B(O)O)=[CH:10]\[C:11]1[CH:16]=[CH:15][CH:14]=[CH:13][CH:12]=1.ClC1C=CC(CC2C=C(C=O)SC=2)=CC=1. The yield is 0.200.